From a dataset of Full USPTO retrosynthesis dataset with 1.9M reactions from patents (1976-2016). Predict the reactants needed to synthesize the given product. Given the product [F:1][C:2]1[CH:3]=[CH:4][C:5]([N:8]([CH2:9][CH2:10][OH:11])[CH2:13][CH2:14][CH2:15][C:16]([O:18][CH3:19])=[O:17])=[CH:6][CH:7]=1, predict the reactants needed to synthesize it. The reactants are: [F:1][C:2]1[CH:7]=[CH:6][C:5]([NH:8][CH2:9][CH2:10][OH:11])=[CH:4][CH:3]=1.Br[CH2:13][CH2:14][CH2:15][C:16]([O:18][CH3:19])=[O:17].C(=O)([O-])[O-].[K+].[K+].